Dataset: Catalyst prediction with 721,799 reactions and 888 catalyst types from USPTO. Task: Predict which catalyst facilitates the given reaction. (1) Reactant: Br[C:2]1[CH:3]=[C:4]([N:8]2[CH:13]=[C:12]([CH3:14])[C:11](=[O:15])[NH:10][C:9]2=[O:16])[CH:5]=[CH:6][CH:7]=1.[B:17]1([B:17]2[O:21][C:20]([CH3:23])([CH3:22])[C:19]([CH3:25])([CH3:24])[O:18]2)[O:21][C:20]([CH3:23])([CH3:22])[C:19]([CH3:25])([CH3:24])[O:18]1.C([O-])(=O)C.[K+].C(Cl)Cl. Product: [CH3:14][C:12]1[C:11](=[O:15])[NH:10][C:9](=[O:16])[N:8]([C:4]2[CH:5]=[CH:6][CH:7]=[C:2]([B:17]3[O:21][C:20]([CH3:23])([CH3:22])[C:19]([CH3:25])([CH3:24])[O:18]3)[CH:3]=2)[CH:13]=1. The catalyst class is: 75. (2) Reactant: [CH2:1]([O:5][CH2:6][CH2:7][O:8][C:9]1[CH:14]=[CH:13][C:12]([C:15]2[CH:16]=[CH:17][C:18]3[N:24]([CH2:25][CH:26]([CH3:28])[CH3:27])[CH2:23][CH2:22][C:21]([C:29]([NH:31][C:32]4[CH:37]=[CH:36][C:35]([S:38][CH2:39][C:40]5[S:41][CH:42]=[CH:43][N:44]=5)=[CH:34][CH:33]=4)=[O:30])=[CH:20][C:19]=3[CH:45]=2)=[CH:11][CH:10]=1)[CH2:2][CH2:3][CH3:4].ClC1C=CC=C(C(OO)=[O:54])C=1.S([O-])([O-])(=O)=S.[Na+].[Na+]. Product: [CH2:1]([O:5][CH2:6][CH2:7][O:8][C:9]1[CH:14]=[CH:13][C:12]([C:15]2[CH:16]=[CH:17][C:18]3[N:24]([CH2:25][CH:26]([CH3:27])[CH3:28])[CH2:23][CH2:22][C:21]([C:29]([NH:31][C:32]4[CH:33]=[CH:34][C:35]([S:38]([CH2:39][C:40]5[S:41][CH:42]=[CH:43][N:44]=5)=[O:54])=[CH:36][CH:37]=4)=[O:30])=[CH:20][C:19]=3[CH:45]=2)=[CH:11][CH:10]=1)[CH2:2][CH2:3][CH3:4]. The catalyst class is: 4. (3) Reactant: [Br:1][C:2]1[C:3]([Cl:23])=[CH:4][C:5]([O:21][CH3:22])=[C:6]([CH:20]=1)[CH2:7][NH:8][CH2:9][C:10]1[CH:15]=[CH:14][C:13]([O:16][CH3:17])=[CH:12][C:11]=1[O:18][CH3:19].[C:24]([O:28][C:29]([N:31]1[CH2:36][CH2:35][CH:34]([C:37](O)=[O:38])[CH2:33][CH2:32]1)=[O:30])([CH3:27])([CH3:26])[CH3:25].CN(C(ON1N=NC2C=CC=NC1=2)=[N+](C)C)C.F[P-](F)(F)(F)(F)F.CCN(CC)CC. Product: [Br:1][C:2]1[C:3]([Cl:23])=[CH:4][C:5]([O:21][CH3:22])=[C:6]([CH:20]=1)[CH2:7][N:8]([CH2:9][C:10]1[CH:15]=[CH:14][C:13]([O:16][CH3:17])=[CH:12][C:11]=1[O:18][CH3:19])[C:37]([CH:34]1[CH2:35][CH2:36][N:31]([C:29]([O:28][C:24]([CH3:27])([CH3:26])[CH3:25])=[O:30])[CH2:32][CH2:33]1)=[O:38]. The catalyst class is: 3. (4) Reactant: C[O:2][C:3](=O)[CH2:4][C:5]([NH:7][C:8]1[CH:13]=[CH:12][C:11]([CH2:14][CH2:15][C:16]2[CH:21]=[CH:20][C:19]([F:22])=[CH:18][CH:17]=2)=[CH:10][CH:9]=1)=[O:6].[NH3:24]. Product: [F:22][C:19]1[CH:20]=[CH:21][C:16]([CH2:15][CH2:14][C:11]2[CH:12]=[CH:13][C:8]([NH:7][C:5](=[O:6])[CH2:4][C:3]([NH2:24])=[O:2])=[CH:9][CH:10]=2)=[CH:17][CH:18]=1. The catalyst class is: 5. (5) Reactant: [C:1]([C@@H:4]1[CH2:8][C:7]([F:10])([F:9])[CH2:6][N:5]1[C:11](=[O:21])[CH2:12][NH:13][C:14](=[O:20])[O:15][C:16]([CH3:19])([CH3:18])[CH3:17])(=O)[NH2:2].N1C=CC=CC=1.FC(F)(F)C(OC(=O)C(F)(F)F)=O. Product: [C:1]([C@@H:4]1[CH2:8][C:7]([F:9])([F:10])[CH2:6][N:5]1[C:11](=[O:21])[CH2:12][NH:13][C:14](=[O:20])[O:15][C:16]([CH3:17])([CH3:18])[CH3:19])#[N:2]. The catalyst class is: 76.